This data is from Full USPTO retrosynthesis dataset with 1.9M reactions from patents (1976-2016). The task is: Predict the reactants needed to synthesize the given product. (1) Given the product [NH2:18][C:4]1[N:5]([C:6]2[CH:11]=[CH:10][C:9]([O:12][CH2:13][CH2:14][CH2:15][CH2:16][CH3:17])=[CH:8][CH:7]=2)[C:25](=[O:28])[CH:26]=[CH:27][C:3]=1[C:2](=[O:1])[C:19]1[CH:20]=[CH:21][CH:22]=[CH:23][CH:24]=1, predict the reactants needed to synthesize it. The reactants are: [O:1]=[C:2]([C:19]1[CH:24]=[CH:23][CH:22]=[CH:21][CH:20]=1)[CH2:3][C:4](=[NH:18])[NH:5][C:6]1[CH:11]=[CH:10][C:9]([O:12][CH2:13][CH2:14][CH2:15][CH2:16][CH3:17])=[CH:8][CH:7]=1.[C:25](OC)(=[O:28])[C:26]#[CH:27]. (2) Given the product [CH:15]1([C:18]([C:19]2[C:7]([C:9]3[CH:14]=[CH:13][CH:12]=[CH:11][CH:10]=3)=[C:6]3[CH:5]=[CH:4][S:3][C:2]3=[N:1][C:20]=2[CH3:21])=[O:23])[CH2:17][CH2:16]1, predict the reactants needed to synthesize it. The reactants are: [NH2:1][C:2]1[S:3][CH:4]=[CH:5][C:6]=1[C:7]([C:9]1[CH:14]=[CH:13][CH:12]=[CH:11][CH:10]=1)=O.[CH:15]1([C:18](=[O:23])[CH2:19][C:20](=O)[CH3:21])[CH2:17][CH2:16]1. (3) Given the product [CH:9]([C:6]1[N:7]([CH2:12][C:13]([O:15][CH2:16][CH3:17])=[O:14])[CH:8]=[C:4]([I:3])[CH:5]=1)=[O:10], predict the reactants needed to synthesize it. The reactants are: [H-].[Na+].[I:3][C:4]1[CH:5]=[C:6]([CH:9]=[O:10])[NH:7][CH:8]=1.Br[CH2:12][C:13]([O:15][CH2:16][CH3:17])=[O:14]. (4) Given the product [C:1]([O:5][C:6]([NH:8][C@@:9]1([CH2:23][F:24])[CH:13]([CH3:14])[CH2:12][NH:11][CH2:10]1)=[O:7])([CH3:3])([CH3:4])[CH3:2], predict the reactants needed to synthesize it. The reactants are: [C:1]([O:5][C:6]([NH:8][C@@:9]1([CH2:23][F:24])[CH:13]([CH3:14])[CH2:12][N:11]([C@@H](C2C=CC=CC=2)C)[CH2:10]1)=[O:7])([CH3:4])([CH3:3])[CH3:2]. (5) Given the product [CH2:14]([C:16]1[CH:17]=[C:18]([C:19]2[O:9][N:8]=[C:6]([C:5]3[CH:10]=[C:11]([CH3:13])[N:12]=[C:3]([CH2:1][CH3:2])[CH:4]=3)[N:7]=2)[CH:22]=[C:23]([CH3:26])[C:24]=1[OH:25])[CH3:15], predict the reactants needed to synthesize it. The reactants are: [CH2:1]([C:3]1[CH:4]=[C:5]([CH:10]=[C:11]([CH3:13])[N:12]=1)[C:6]([NH:8][OH:9])=[NH:7])[CH3:2].[CH2:14]([C:16]1[CH:17]=[C:18]([CH:22]=[C:23]([CH3:26])[C:24]=1[OH:25])[C:19](O)=O)[CH3:15].